From a dataset of Peptide-MHC class I binding affinity with 185,985 pairs from IEDB/IMGT. Regression. Given a peptide amino acid sequence and an MHC pseudo amino acid sequence, predict their binding affinity value. This is MHC class I binding data. (1) The peptide sequence is YAEGDVVVF. The MHC is HLA-A29:02 with pseudo-sequence HLA-A29:02. The binding affinity (normalized) is 0.0847. (2) The peptide sequence is KPKLARGEL. The MHC is HLA-A31:01 with pseudo-sequence HLA-A31:01. The binding affinity (normalized) is 0.0847. (3) The peptide sequence is LPQHLTLRAQ. The MHC is HLA-B51:01 with pseudo-sequence HLA-B51:01. The binding affinity (normalized) is 0.0418. (4) The peptide sequence is YPIYGLQFH. The MHC is HLA-A02:19 with pseudo-sequence HLA-A02:19. The binding affinity (normalized) is 0.0847. (5) The peptide sequence is LLSTTEWQV. The MHC is HLA-A02:06 with pseudo-sequence HLA-A02:06. The binding affinity (normalized) is 0.463. (6) The peptide sequence is YLGTPNNTY. The MHC is HLA-A03:01 with pseudo-sequence HLA-A03:01. The binding affinity (normalized) is 0.0847.